From a dataset of Reaction yield outcomes from USPTO patents with 853,638 reactions. Predict the reaction yield, written as a fraction of the theoretical maximum amount of product (1.0 means a 100% yield; for example, 0.34 means a 34% yield). (1) The reactants are [Cl:1][C:2]1[N:9]=[C:8]([Cl:10])[C:7](I)=[CH:6][C:3]=1[C:4]#[N:5].[CH:12]1(B(O)O)[CH2:14][CH2:13]1.[O-]P([O-])([O-])=O.[K+].[K+].[K+].P(C1CCCCC1)(C1CCCCC1)C1CCCCC1. The catalyst is C1(C)C=CC=CC=1.O.CC([O-])=O.CC([O-])=O.[Pd+2].O. The product is [Cl:1][C:2]1[N:9]=[C:8]([Cl:10])[C:7]([CH:12]2[CH2:14][CH2:13]2)=[CH:6][C:3]=1[C:4]#[N:5]. The yield is 0.700. (2) The reactants are CC([O-])(C)C.[K+].[F:7][C:8]([F:17])([F:16])[C:9]1[CH:10]=[C:11]([SH:15])[CH:12]=[CH:13][CH:14]=1.F[C:19]1[CH:26]=[CH:25][C:22]([C:23]#[N:24])=[CH:21][CH:20]=1. The yield is 1.00. The product is [F:17][C:8]([F:7])([F:16])[C:9]1[CH:10]=[C:11]([S:15][C:19]2[CH:26]=[CH:25][C:22]([C:23]#[N:24])=[CH:21][CH:20]=2)[CH:12]=[CH:13][CH:14]=1. The catalyst is CN(C=O)C.CCOC(C)=O. (3) The reactants are Cl[C:2]1[C:3]2[CH:13]=[CH:12][C:11](=[O:14])[N:10]([C:15]3[C:20]([F:21])=[CH:19][CH:18]=[CH:17][C:16]=3[F:22])[C:4]=2[N:5]=[C:6]([S:8][CH3:9])[N:7]=1.[CH3:23][C:24]1[CH:32]=[CH:31][C:27]([C:28]([OH:30])=[O:29])=[CH:26][C:25]=1B1OC(C)(C)C(C)(C)O1. The catalyst is COCCOC.O.C1C=CC([P]([Pd]([P](C2C=CC=CC=2)(C2C=CC=CC=2)C2C=CC=CC=2)([P](C2C=CC=CC=2)(C2C=CC=CC=2)C2C=CC=CC=2)[P](C2C=CC=CC=2)(C2C=CC=CC=2)C2C=CC=CC=2)(C2C=CC=CC=2)C2C=CC=CC=2)=CC=1. The product is [F:22][C:16]1[CH:17]=[CH:18][CH:19]=[C:20]([F:21])[C:15]=1[N:10]1[C:4]2[N:5]=[C:6]([S:8][CH3:9])[N:7]=[C:2]([C:25]3[CH:26]=[C:27]([CH:31]=[CH:32][C:24]=3[CH3:23])[C:28]([OH:30])=[O:29])[C:3]=2[CH:13]=[CH:12][C:11]1=[O:14]. The yield is 0.980.